Dataset: Catalyst prediction with 721,799 reactions and 888 catalyst types from USPTO. Task: Predict which catalyst facilitates the given reaction. (1) Reactant: [CH2:1]([O:8][CH:9]([C:11]1[NH:16][C:15](=[O:17])[C:14]2=[CH:18][N:19]=[C:20](I)[N:13]2[N:12]=1)[CH3:10])[C:2]1[CH:7]=[CH:6][CH:5]=[CH:4][CH:3]=1.C([O-])([O-])=O.[Cs+].[Cs+].CC1(C)C(C)(C)OB([C:36]2[CH2:37][CH2:38][O:39][CH2:40][CH:41]=2)O1. Product: [CH2:1]([O:8][CH:9]([C:11]1[NH:16][C:15](=[O:17])[C:14]2=[CH:18][N:19]=[C:20]([C:36]3[CH2:41][CH2:40][O:39][CH2:38][CH:37]=3)[N:13]2[N:12]=1)[CH3:10])[C:2]1[CH:7]=[CH:6][CH:5]=[CH:4][CH:3]=1. The catalyst class is: 70. (2) Reactant: [Li+].CC([N-]C(C)C)C.[C:9](#[N:11])[CH3:10].[CH3:12][NH:13][C:14]([C:16]1[CH:17]=[C:18]([CH2:22][CH2:23][C:24](OC)=O)[CH:19]=[CH:20][CH:21]=1)=[O:15].Cl.[NH2:29][NH2:30]. Product: [NH2:11][C:9]1[NH:30][N:29]=[C:24]([CH2:23][CH2:22][C:18]2[CH:17]=[C:16]([CH:21]=[CH:20][CH:19]=2)[C:14]([NH:13][CH3:12])=[O:15])[CH:10]=1. The catalyst class is: 214. (3) Reactant: [C:1]([N:5]1[CH2:9][C:8]2([CH2:13][CH2:12][N:11](C(OC(C)(C)C)=O)[CH2:10]2)[CH2:7][CH2:6]1)(=[O:4])[CH2:2][CH3:3].Cl. Product: [CH2:7]1[C:8]2([CH2:13][CH2:12][NH:11][CH2:10]2)[CH2:9][N:5]([C:1](=[O:4])[CH2:2][CH3:3])[CH2:6]1. The catalyst class is: 135. (4) Reactant: Cl[CH2:2][C:3]1[C:4]([CH3:9])=[N:5][O:6][C:7]=1[CH3:8].[C:10]([O:14][C:15]([N:17]1[CH2:22][CH2:21][NH:20][CH2:19][CH2:18]1)=[O:16])([CH3:13])([CH3:12])[CH3:11].CCN(C(C)C)C(C)C. Product: [CH3:9][C:4]1[C:3]([CH2:2][N:20]2[CH2:19][CH2:18][N:17]([C:15]([O:14][C:10]([CH3:13])([CH3:12])[CH3:11])=[O:16])[CH2:22][CH2:21]2)=[C:7]([CH3:8])[O:6][N:5]=1. The catalyst class is: 2. (5) Reactant: [F:1][C:2]1[CH:9]=[CH:8][C:7]([Br:10])=[CH:6][C:3]=1[CH:4]=[O:5].[C:11]1([Mg]Br)[CH:16]=[CH:15][CH:14]=[CH:13][CH:12]=1. Product: [Br:10][C:7]1[CH:8]=[CH:9][C:2]([F:1])=[C:3]([C:4]([C:11]2[CH:16]=[CH:15][CH:14]=[CH:13][CH:12]=2)=[O:5])[CH:6]=1. The catalyst class is: 7. (6) Reactant: F[C:2]1[CH:3]=[C:4]([CH:7]=[CH:8][C:9]=1[N+:10]([O-:12])=[O:11])[C:5]#[N:6].[C:13]1([C@H:19]([NH2:21])[CH3:20])[CH:18]=[CH:17][CH:16]=[CH:15][CH:14]=1.C([O-])([O-])=O.[K+].[K+].CCOC(C)=O. Product: [N+:10]([C:9]1[CH:8]=[CH:7][C:4]([C:5]#[N:6])=[CH:3][C:2]=1[NH:21][C@@H:19]([C:13]1[CH:18]=[CH:17][CH:16]=[CH:15][CH:14]=1)[CH3:20])([O-:12])=[O:11]. The catalyst class is: 20. (7) Reactant: [Cl-].[CH3:2][O:3]C[P+](C1C=CC=CC=1)(C1C=CC=CC=1)C1C=CC=CC=1.[Li+].C[Si]([N-][Si](C)(C)C)(C)C.[CH2:34]([N:41]1[CH2:46][CH:45]=[C:44]([C:47]([CH3:51])([CH3:50])[CH:48]=O)[CH2:43][CH2:42]1)[C:35]1[CH:40]=[CH:39][CH:38]=[CH:37][CH:36]=1.Cl. Product: [CH2:34]([N:41]1[CH2:46][CH:45]=[C:44]([C:47]([CH3:51])([CH3:50])[CH2:48][CH:2]=[O:3])[CH2:43][CH2:42]1)[C:35]1[CH:40]=[CH:39][CH:38]=[CH:37][CH:36]=1. The catalyst class is: 30. (8) Reactant: [N:1]1[C:10]2[C:5](=[CH:6][CH:7]=[CH:8][CH:9]=2)[N:4]=[CH:3][C:2]=1[N:11]1[CH2:22][CH2:21][C:14]2([C:19](=[O:20])[NH:18][CH2:17][CH2:16][CH2:15]2)[CH2:13][CH2:12]1.[H-].[Na+].Cl[CH2:26][C:27]1[CH:28]=[C:29]([C:33]2[CH:34]=[N:35][CH:36]=[CH:37][CH:38]=2)[CH:30]=[CH:31][CH:32]=1. Product: [N:35]1[CH:36]=[CH:37][CH:38]=[C:33]([C:29]2[CH:28]=[C:27]([CH:32]=[CH:31][CH:30]=2)[CH2:26][N:18]2[CH2:17][CH2:16][CH2:15][C:14]3([CH2:21][CH2:22][N:11]([C:2]4[CH:3]=[N:4][C:5]5[C:10](=[CH:9][CH:8]=[CH:7][CH:6]=5)[N:1]=4)[CH2:12][CH2:13]3)[C:19]2=[O:20])[CH:34]=1. The catalyst class is: 1.